Dataset: Reaction yield outcomes from USPTO patents with 853,638 reactions. Task: Predict the reaction yield, written as a fraction of the theoretical maximum amount of product (1.0 means a 100% yield; for example, 0.34 means a 34% yield). (1) The yield is 0.690. The reactants are C(=O)([O-])[O-].[K+].[K+].[OH:7][C:8]1[CH:12]=[C:11]([CH3:13])[NH:10][N:9]=1.F[C:15]1[CH:20]=[CH:19][C:18]([C:21]([F:24])([F:23])[F:22])=[CH:17][C:16]=1[N+:25]([O-:27])=[O:26].Cl. The product is [CH3:13][C:11]1[NH:10][N:9]=[C:8]([O:7][C:15]2[CH:20]=[CH:19][C:18]([C:21]([F:24])([F:22])[F:23])=[CH:17][C:16]=2[N+:25]([O-:27])=[O:26])[CH:12]=1. The catalyst is CN(C=O)C. (2) The reactants are [CH:1]1([C:4]([NH:10][C:11]([C:13]2[CH:18]=[C:17]([O:19][CH2:20][C:21]([F:24])([F:23])[F:22])[C:16]([Br:25])=[CH:15][N:14]=2)=[O:12])([C:6](=[NH:9])[NH:7][OH:8])[CH3:5])[CH2:3][CH2:2]1.[CH2:26](N(CC)CC)[CH3:27].C(OC(=O)C)(=O)C. The catalyst is CN(C=O)C. The product is [CH:1]1([C:4]([NH:10][C:11]([C:13]2[CH:18]=[C:17]([O:19][CH2:20][C:21]([F:24])([F:22])[F:23])[C:16]([Br:25])=[CH:15][N:14]=2)=[O:12])([C:6]2[N:9]=[C:26]([CH3:27])[O:8][N:7]=2)[CH3:5])[CH2:3][CH2:2]1. The yield is 0.470. (3) The reactants are Br[C:2]1[CH:7]=[C:6]([C:8]([F:11])([F:10])[F:9])[CH:5]=[CH:4][C:3]=1[CH2:12][CH2:13][C:14]([OH:16])=O.C([Li])CCC.Cl. The product is [F:11][C:8]([F:9])([F:10])[C:6]1[CH:7]=[C:2]2[C:3]([CH2:12][CH2:13][C:14]2=[O:16])=[CH:4][CH:5]=1. The yield is 0.510. The catalyst is C1COCC1.CCCCCC. (4) The reactants are [C:1]([C:3]1[CH:8]=[CH:7][C:6]([S:9](Cl)(=[O:11])=[O:10])=[CH:5][CH:4]=1)#[N:2].[CH2:13]([O:16][C:17]1[CH:30]=[CH:29][C:20]([CH2:21][NH:22][CH2:23][C:24]2[O:25][CH:26]=[CH:27][CH:28]=2)=[CH:19][CH:18]=1)[CH2:14][CH3:15].C(N(CC)CC)C. The catalyst is C(Cl)Cl.O. The product is [C:1]([C:3]1[CH:8]=[CH:7][C:6]([S:9]([N:22]([CH2:21][C:20]2[CH:19]=[CH:18][C:17]([O:16][CH2:13][CH2:14][CH3:15])=[CH:30][CH:29]=2)[CH2:23][C:24]2[O:25][CH:26]=[CH:27][CH:28]=2)(=[O:11])=[O:10])=[CH:5][CH:4]=1)#[N:2]. The yield is 0.500. (5) The reactants are Cl[C:2]1[C:7]([N+:8]([O-])=O)=[CH:6][CH:5]=[CH:4][N:3]=1.[C:11]1([NH:17][C:18](=O)[CH3:19])[CH:16]=[CH:15][CH:14]=[CH:13][CH:12]=1. The product is [CH3:19][C:18]1[N:17]([C:11]2[CH:16]=[CH:15][CH:14]=[CH:13][CH:12]=2)[C:2]2=[N:3][CH:4]=[CH:5][CH:6]=[C:7]2[N:8]=1. The yield is 0.890. No catalyst specified. (6) The reactants are [F:1][C:2]1[CH:19]=[CH:18][CH:17]=[CH:16][C:3]=1[CH2:4][O:5][C:6]1[CH:11]=[CH:10][C:9]([C:12](=O)[CH:13]=[CH2:14])=[CH:8][CH:7]=1.C1(C(C2C=CC=CC=2)=[N:27][CH2:28][C:29]([O:31][CH2:32][CH3:33])=[O:30])C=CC=CC=1.OS(O)(=O)=O.C([O-])(O)=O.[Na+]. The catalyst is C1COCC1.CC([C@@H]1N=C([C]2[C](P(C3C=CC=CC=3)C3C=CC=CC=3)[CH][CH][CH]2)OC1)C.[CH]1[CH][CH][CH][CH]1.[Fe].C1CCN2C(=NCCC2)CC1. The product is [CH2:32]([O:31][C:29]([CH:28]1[CH2:14][CH2:13][C:12]([C:9]2[CH:10]=[CH:11][C:6]([O:5][CH2:4][C:3]3[CH:16]=[CH:17][CH:18]=[CH:19][C:2]=3[F:1])=[CH:7][CH:8]=2)=[N:27]1)=[O:30])[CH3:33]. The yield is 0.840. (7) The reactants are [CH2:1](O)[C:2]#[C:3][CH2:4][OH:5].[C:7]1(=[O:17])[NH:11][C:10](=[O:12])[C:9]2=[CH:13][CH:14]=[CH:15][CH:16]=[C:8]12.C1(P(C2C=CC=CC=2)C2C=CC=CC=2)C=CC=CC=1.N(C(OC(C)C)=O)=NC(OC(C)C)=O. The catalyst is O1CCCC1. The product is [OH:5][CH2:4][C:3]#[C:2][CH2:1][N:11]1[C:7](=[O:17])[C:8]2[C:9](=[CH:13][CH:14]=[CH:15][CH:16]=2)[C:10]1=[O:12]. The yield is 0.390. (8) The reactants are B.CSC.[CH3:5][O:6][C:7]1[CH:8]=[C:9]([CH:23]=[CH:24][C:25]=1[O:26][CH3:27])[O:10][CH:11]([C:15]1[CH:22]=[CH:21][C:18]([C:19]#[N:20])=[CH:17][CH:16]=1)[CH2:12][CH:13]=[CH2:14].O.B1([O-])O[O:30]1.O.O.O.O.[Na+]. The catalyst is C1COCC1. The product is [CH3:5][O:6][C:7]1[CH:8]=[C:9]([CH:23]=[CH:24][C:25]=1[O:26][CH3:27])[O:10][CH:11]([C:15]1[CH:22]=[CH:21][C:18]([C:19]#[N:20])=[CH:17][CH:16]=1)[CH2:12][CH2:13][CH2:14][OH:30]. The yield is 0.770.